From a dataset of Forward reaction prediction with 1.9M reactions from USPTO patents (1976-2016). Predict the product of the given reaction. (1) Given the reactants [Br:1][CH:2]([C:6]1[C:7]([Cl:12])=[N:8][CH:9]=[CH:10][CH:11]=1)[C:3]([OH:5])=[O:4].S(=O)(=O)(O)O.[C:18]([O-])(O)=O.[Na+], predict the reaction product. The product is: [Br:1][CH:2]([C:6]1[C:7]([Cl:12])=[N:8][CH:9]=[CH:10][CH:11]=1)[C:3]([O:5][CH3:18])=[O:4]. (2) Given the reactants C(OC(=O)[NH:7][C:8]1[CH:13]=[CH:12][C:11]([C:14]2[CH:19]=[CH:18][CH:17]=[C:16]([F:20])[CH:15]=2)=[CH:10][C:9]=1[NH:21][C:22](=[O:34])[CH2:23][C:24]([C:26]1[CH:31]=[CH:30][CH:29]=[C:28]([C:32]#[N:33])[CH:27]=1)=O)(C)(C)C.C(O)(C(F)(F)F)=O, predict the reaction product. The product is: [F:20][C:16]1[CH:15]=[C:14]([C:11]2[CH:12]=[CH:13][C:8]3[N:7]=[C:24]([C:26]4[CH:27]=[C:28]([CH:29]=[CH:30][CH:31]=4)[C:32]#[N:33])[CH2:23][C:22](=[O:34])[NH:21][C:9]=3[CH:10]=2)[CH:19]=[CH:18][CH:17]=1.